From a dataset of Full USPTO retrosynthesis dataset with 1.9M reactions from patents (1976-2016). Predict the reactants needed to synthesize the given product. (1) The reactants are: CC(C)([O-])C.[K+].[NH2:7][C:8]1[CH:28]=[CH:27][CH:26]=[CH:25][C:9]=1[NH:10][C:11]1[S:15][C:14]2[CH:16]=[CH:17][CH:18]=[CH:19][C:13]=2[C:12]=1[C:20](OCC)=[O:21].Cl. Given the product [CH:19]1[C:13]2[C:12]3[C:20](=[O:21])[NH:7][C:8]4[CH:28]=[CH:27][CH:26]=[CH:25][C:9]=4[NH:10][C:11]=3[S:15][C:14]=2[CH:16]=[CH:17][CH:18]=1, predict the reactants needed to synthesize it. (2) Given the product [Br:4][C:5]1[CH:6]=[CH:7][C:8]([C:11]([OH:13])([CH3:1])[CH3:12])=[N:9][CH:10]=1, predict the reactants needed to synthesize it. The reactants are: [CH3:1][Mg]Cl.[Br:4][C:5]1[CH:6]=[CH:7][C:8]([C:11](=[O:13])[CH3:12])=[N:9][CH:10]=1. (3) Given the product [ClH:1].[CH3:24][NH:25][CH2:2][CH2:3][CH2:4][CH:5]1[S:10][C:9]2[CH:11]=[CH:12][CH:13]=[CH:14][C:8]=2[N:7]([C:15]2[CH:20]=[CH:19][C:18]([CH3:21])=[CH:17][CH:16]=2)[S:6]1(=[O:23])=[O:22], predict the reactants needed to synthesize it. The reactants are: [Cl:1][CH2:2][CH2:3][CH2:4][CH:5]1[S:10][C:9]2[CH:11]=[CH:12][CH:13]=[CH:14][C:8]=2[N:7]([C:15]2[CH:20]=[CH:19][C:18]([CH3:21])=[CH:17][CH:16]=2)[S:6]1(=[O:23])=[O:22].[CH3:24][NH2:25].Cl. (4) Given the product [CH2:15]([O:14][C:12]([C:11]1[CH:17]=[CH:18][C:19]([B:20]([OH:21])[OH:24])=[C:9]([O:8][CH3:7])[CH:10]=1)=[O:13])[CH3:16], predict the reactants needed to synthesize it. The reactants are: I([O-])(=O)(=O)=O.[Na+].[CH3:7][O:8][C:9]1[CH:10]=[C:11]([CH:17]=[CH:18][C:19]=1[B:20]1[O:24]C(C)(C)C(C)(C)[O:21]1)[C:12]([O:14][CH2:15][CH3:16])=[O:13].Cl. (5) Given the product [F:4][C:2]([C:5]1[O:9][C:8]([CH2:10][N:11]2[N:15]=[C:14]([NH:16][C:28]([C:24]3[N:25]=[CH:26][O:27][C:23]=3[C:19]3[CH:18]=[C:17]([CH3:31])[CH:22]=[CH:21][CH:20]=3)=[O:29])[CH:13]=[N:12]2)=[CH:7][CH:6]=1)([F:1])[CH3:3], predict the reactants needed to synthesize it. The reactants are: [F:1][C:2]([C:5]1[O:9][C:8]([CH2:10][N:11]2[N:15]=[C:14]([NH2:16])[CH:13]=[N:12]2)=[CH:7][CH:6]=1)([F:4])[CH3:3].[C:17]1([CH3:31])[CH:22]=[CH:21][CH:20]=[C:19]([C:23]2[O:27][CH:26]=[N:25][C:24]=2[C:28](O)=[O:29])[CH:18]=1. (6) Given the product [NH:17]1[C:12]2[C:6](=[CH:5][CH:4]=[CH:9][CH:13]=2)[CH:7]=[N:10]1, predict the reactants needed to synthesize it. The reactants are: [N+]([C:4]1[CH:5]=[C:6]2[C:12]([C:13](O)=O)=C[NH:10][C:7]2=N[CH:9]=1)([O-])=O.C[N:17](C(ON1N=NC2C=CC=CC1=2)=[N+](C)C)C.[B-](F)(F)(F)F.CCN(C(C)C)C(C)C.N1C2C(=CC=CN=2)C=C1.C(O)(C(F)(F)F)=O.C(Cl)Cl.